Dataset: NCI-60 drug combinations with 297,098 pairs across 59 cell lines. Task: Regression. Given two drug SMILES strings and cell line genomic features, predict the synergy score measuring deviation from expected non-interaction effect. (1) Drug 1: CC12CCC3C(C1CCC2=O)CC(=C)C4=CC(=O)C=CC34C. Drug 2: CC1=C2C(C(=O)C3(C(CC4C(C3C(C(C2(C)C)(CC1OC(=O)C(C(C5=CC=CC=C5)NC(=O)C6=CC=CC=C6)O)O)OC(=O)C7=CC=CC=C7)(CO4)OC(=O)C)O)C)OC(=O)C. Cell line: SK-OV-3. Synergy scores: CSS=44.1, Synergy_ZIP=0.520, Synergy_Bliss=-0.482, Synergy_Loewe=-18.5, Synergy_HSA=3.24. (2) Drug 1: CCC1(CC2CC(C3=C(CCN(C2)C1)C4=CC=CC=C4N3)(C5=C(C=C6C(=C5)C78CCN9C7C(C=CC9)(C(C(C8N6C=O)(C(=O)OC)O)OC(=O)C)CC)OC)C(=O)OC)O.OS(=O)(=O)O. Drug 2: CC1C(C(CC(O1)OC2CC(CC3=C2C(=C4C(=C3O)C(=O)C5=CC=CC=C5C4=O)O)(C(=O)C)O)N)O. Cell line: SW-620. Synergy scores: CSS=43.4, Synergy_ZIP=3.71, Synergy_Bliss=6.83, Synergy_Loewe=3.56, Synergy_HSA=7.83.